Dataset: Forward reaction prediction with 1.9M reactions from USPTO patents (1976-2016). Task: Predict the product of the given reaction. (1) Given the reactants Cl.[NH2:2][C@H:3]1[CH2:8][CH2:7][C@H:6]([NH:9][C:10]([C:12]2[C:16]3[N:17]=[CH:18][N:19]=[C:20]([C:21]4[CH:26]=[C:25]([O:27][CH3:28])[C:24]([F:29])=[CH:23][C:22]=4[O:30][CH2:31][CH:32]4[CH2:34][CH2:33]4)[C:15]=3[NH:14][C:13]=2[CH3:35])=[O:11])[CH2:5][CH2:4]1.C([O:39][CH2:40][C:41](Cl)=[O:42])(=O)C, predict the reaction product. The product is: [CH:32]1([CH2:31][O:30][C:22]2[CH:23]=[C:24]([F:29])[C:25]([O:27][CH3:28])=[CH:26][C:21]=2[C:20]2[C:15]3[NH:14][C:13]([CH3:35])=[C:12]([C:10]([NH:9][C@H:6]4[CH2:7][CH2:8][C@H:3]([NH:2][C:40](=[O:39])[CH2:41][OH:42])[CH2:4][CH2:5]4)=[O:11])[C:16]=3[N:17]=[CH:18][N:19]=2)[CH2:34][CH2:33]1. (2) Given the reactants [Br:1][C:2]1[CH:3]=[C:4]([N:12]2[CH2:17][CH2:16][N:15](C(OC(C)(C)C)=O)[CH2:14][CH2:13]2)[CH:5]=[C:6]([C:8]([F:11])([F:10])[F:9])[CH:7]=1.C(=O)([O-])O.[Na+], predict the reaction product. The product is: [Br:1][C:2]1[CH:3]=[C:4]([N:12]2[CH2:17][CH2:16][NH:15][CH2:14][CH2:13]2)[CH:5]=[C:6]([C:8]([F:10])([F:11])[F:9])[CH:7]=1. (3) Given the reactants Cl[C:2]1[CH:7]=[CH:6][C:5]([C:8]2[N:9]=[C:10]3[CH:15]=[CH:14][CH:13]=[CH:12][N:11]3[C:16]=2[CH2:17][C:18]2[NH:22][C:21]([C:23]3C=CC=CN=3)=[N:20][N:19]=2)=[CH:4][CH:3]=1.[Cl:29]C1C=CC2N(C(CC(NN)=O)=C(C3C=CC=CC=3)N=2)C=1.Cl.C(=N)(N)C, predict the reaction product. The product is: [Cl:29][C:13]1[CH:14]=[CH:15][C:10]2[N:11]([C:16]([CH2:17][C:18]3[NH:22][C:21]([CH3:23])=[N:20][N:19]=3)=[C:8]([C:5]3[CH:6]=[CH:7][CH:2]=[CH:3][CH:4]=3)[N:9]=2)[CH:12]=1. (4) Given the reactants [NH2:1][C:2]1[CH:7]=[CH:6][C:5]([CH2:8][CH2:9][CH2:10][CH2:11][OH:12])=[CH:4][CH:3]=1.C(=O)(O)[O-].[Na+].[CH3:18][C:19]([O:22][C:23](O[C:23]([O:22][C:19]([CH3:21])([CH3:20])[CH3:18])=[O:24])=[O:24])([CH3:21])[CH3:20], predict the reaction product. The product is: [C:23]([C:4]1[CH:3]=[C:2]([NH2:1])[CH:7]=[CH:6][C:5]=1[CH2:8][CH2:9][CH2:10][CH2:11][OH:12])([O:22][C:19]([CH3:21])([CH3:20])[CH3:18])=[O:24].